From a dataset of Full USPTO retrosynthesis dataset with 1.9M reactions from patents (1976-2016). Predict the reactants needed to synthesize the given product. (1) Given the product [NH:29]([C:31]1[N:36]([CH3:37])[C:35](=[O:38])[N:34]([CH3:39])[C:33](=[O:40])[CH:32]=1)[NH2:30].[C:33]([O:40][C:14](=[O:17])[CH3:15])(=[O:41])[CH3:32].[NH:26]1[CH:25]=[CH:24][CH:9]=[N:8]1, predict the reactants needed to synthesize it. The reactants are: CC1C=CC([N:8]2C3C(C(C)C)=[C:14]([OH:17])[CH:15]=CC=3C([N+]([O-])=O)=[C:9]2/[CH:24]=[CH:25]/[N:26](C)C)=CC=1.[NH:29]([C:31]1[N:36]([CH3:37])[C:35](=[O:38])[N:34]([CH3:39])[C:33](=[O:40])[CH:32]=1)[NH2:30].[OH2:41].NN. (2) Given the product [NH2:1][C:2]1[C:3]2[N:4]([C:8]([C@@H:26]3[CH2:31][O:30][CH2:29][CH2:28][N:27]3[C:32](=[O:36])[C:33]#[C:34][CH3:35])=[N:9][C:10]=2[C:11]2[CH:12]=[CH:13][C:14]([C:15]([NH:17][C:18]3[CH:23]=[CH:22][CH:21]=[CH:20][N:19]=3)=[O:16])=[CH:24][CH:25]=2)[CH:5]=[CH:6][N:7]=1, predict the reactants needed to synthesize it. The reactants are: [NH2:1][C:2]1[C:3]2[N:4]([C:8]([C@@H:26]3[CH2:31][O:30][CH2:29][CH2:28][NH:27]3)=[N:9][C:10]=2[C:11]2[CH:25]=[CH:24][C:14]([C:15]([NH:17][C:18]3[CH:23]=[CH:22][CH:21]=[CH:20][N:19]=3)=[O:16])=[CH:13][CH:12]=2)[CH:5]=[CH:6][N:7]=1.[C:32](O)(=[O:36])[C:33]#[C:34][CH3:35]. (3) Given the product [CH3:16][N:17]([CH3:19])/[CH:18]=[C:10](\[C:7]1[CH:6]=[CH:5][C:4]([N+:1]([O-:3])=[O:2])=[CH:9][CH:8]=1)/[C:11](=[O:13])[CH3:12], predict the reactants needed to synthesize it. The reactants are: [N+:1]([C:4]1[CH:9]=[CH:8][C:7]([CH2:10][C:11](=[O:13])[CH3:12])=[CH:6][CH:5]=1)([O-:3])=[O:2].CO[CH:16](OC)[N:17]([CH3:19])[CH3:18]. (4) Given the product [CH2:9]([N:1]1[CH:5]=[CH:4][N:3]=[C:2]1[CH:6]=[O:7])[CH3:10], predict the reactants needed to synthesize it. The reactants are: [NH:1]1[CH:5]=[CH:4][N:3]=[C:2]1[CH:6]=[O:7].I[CH2:9][CH3:10].[H-].[Na+].